From a dataset of Reaction yield outcomes from USPTO patents with 853,638 reactions. Predict the reaction yield, written as a fraction of the theoretical maximum amount of product (1.0 means a 100% yield; for example, 0.34 means a 34% yield). (1) The reactants are [CH3:1][N:2]1[CH2:8][C:6](=[O:7])[NH:5][C:3]1=[O:4].CC([O-])(C)C.[K+].Br[CH2:16][C:17]1[CH:18]=[C:19]([C:23]2[CH:27]=[C:26]([CH2:28][CH:29]([CH3:31])[CH3:30])[S:25][C:24]=2[S:32]([NH:35][C:36]([CH3:39])([CH3:38])[CH3:37])(=[O:34])=[O:33])[CH:20]=[CH:21][CH:22]=1. The catalyst is CS(C)=O.C(Cl)Cl. The product is [CH3:1][N:2]1[CH2:8][C:6](=[O:7])[N:5]([CH2:16][C:17]2[CH:18]=[C:19]([C:23]3[CH:27]=[C:26]([CH2:28][CH:29]([CH3:31])[CH3:30])[S:25][C:24]=3[S:32]([NH:35][C:36]([CH3:38])([CH3:37])[CH3:39])(=[O:33])=[O:34])[CH:20]=[CH:21][CH:22]=2)[C:3]1=[O:4]. The yield is 0.540. (2) The reactants are [CH3:1][N:2]([CH3:19])[CH2:3][CH2:4][O:5][C:6]1[CH:11]=[CH:10][C:9]([NH2:12])=[CH:8][C:7]=1[C:13]1[N:14]([CH3:18])[N:15]=[CH:16][CH:17]=1.C(Cl)Cl.Cl[C:24](OC1C=CC([N+]([O-])=O)=CC=1)=[O:25].[NH2:36][C:37]1[CH:47]=[CH:46][C:40]2[O:41][C:42]([F:45])([F:44])[O:43][C:39]=2[CH:38]=1. No catalyst specified. The product is [F:44][C:42]1([F:45])[O:41][C:40]2[CH:46]=[CH:47][C:37]([NH:36][C:24]([NH:12][C:9]3[CH:10]=[CH:11][C:6]([O:5][CH2:4][CH2:3][N:2]([CH3:19])[CH3:1])=[C:7]([C:13]4[N:14]([CH3:18])[N:15]=[CH:16][CH:17]=4)[CH:8]=3)=[O:25])=[CH:38][C:39]=2[O:43]1. The yield is 0.140. (3) The reactants are C(Cl)(=O)C(Cl)=O.CS(C)=O.[C:11]([O:15][C:16]([N:18]1[CH2:22][CH:21]([C:23]2[CH:28]=[CH:27][CH:26]=[CH:25][CH:24]=2)[CH:20]([CH2:29][OH:30])[CH2:19]1)=[O:17])([CH3:14])([CH3:13])[CH3:12].CCN(C(C)C)C(C)C. The catalyst is C(Cl)Cl. The product is [C:11]([O:15][C:16]([N:18]1[CH2:22][CH:21]([C:23]2[CH:24]=[CH:25][CH:26]=[CH:27][CH:28]=2)[CH:20]([CH:29]=[O:30])[CH2:19]1)=[O:17])([CH3:14])([CH3:13])[CH3:12]. The yield is 0.837. (4) The reactants are CC[O-].[Na+].[CH2:5]([C:9]1[CH:14]=[CH:13][C:12]([C:15](=[O:17])[CH3:16])=[CH:11][CH:10]=1)[CH:6]([CH3:8])[CH3:7].[CH2:18]([O:20][C:21](=[O:25])[C:22]([O-])=[O:23])[CH3:19]. The catalyst is C(O)C. The product is [CH3:7][CH:6]([CH3:8])[CH2:5][C:9]1[CH:10]=[CH:11][C:12]([C:15](=[O:17])[CH2:16][C:22](=[O:23])[C:21]([O:20][CH2:18][CH3:19])=[O:25])=[CH:13][CH:14]=1. The yield is 1.00.